The task is: Predict the product of the given reaction.. This data is from Forward reaction prediction with 1.9M reactions from USPTO patents (1976-2016). (1) The product is: [C:17]([C:16]([C:15]#[N:19])=[C:2]1[C:3]2=[C:12]3[C:7](=[CH:6][CH:5]=[CH:4]2)[CH:8]=[CH:9][CH:10]=[C:11]3[C:1]1=[O:14])#[N:18]. Given the reactants [C:1]1(=[O:14])[C:11]2=[C:12]3[C:7](=[CH:8][CH:9]=[CH:10]2)[CH:6]=[CH:5][CH:4]=[C:3]3[C:2]1=O.[C:15](#[N:19])[CH2:16][C:17]#[N:18], predict the reaction product. (2) Given the reactants [C:1](Cl)(=[O:17])[CH2:2][CH2:3][CH2:4][CH2:5][CH2:6][CH2:7][CH2:8][CH2:9][CH2:10][CH2:11][CH2:12][CH2:13][CH2:14][CH2:15][CH3:16].[C:19]([N:36]([C@@H:42]1[C@H:46]([OH:47])[C@@H:45]([CH2:48][OH:49])[O:44][C@H:43]1[N:50]1[CH:57]=[CH:56][C:54](=[O:55])[NH:53][C:51]1=[O:52])[C:37](=[O:41])[CH2:38][CH2:39][NH2:40])([O:21][CH2:22][CH:23]1[C:35]2[C:30](=[CH:31][CH:32]=[CH:33][CH:34]=2)[C:29]2[C:24]1=[CH:25][CH:26]=[CH:27][CH:28]=2)=[O:20], predict the reaction product. The product is: [C:1]([N:53]1[C:54](=[O:55])[C:56]([C:1](=[O:17])[CH2:2][CH2:3][CH2:4][CH2:5][CH2:6][CH2:7][CH2:8][CH2:9][CH2:10][CH2:11][CH2:12][CH2:13][CH2:14][CH2:15][CH3:16])=[CH:57][N:50]([C@@H:43]2[O:44][C@H:45]([CH2:48][OH:49])[C@@H:46]([OH:47])[C@H:42]2[N:36]([C:19]([O:21][CH2:22][CH:23]2[C:24]3[C:29](=[CH:28][CH:27]=[CH:26][CH:25]=3)[C:30]3[C:35]2=[CH:34][CH:33]=[CH:32][CH:31]=3)=[O:20])[C:37](=[O:41])[CH2:38][CH2:39][NH2:40])[C:51]1=[O:52])(=[O:17])[CH2:2][CH2:3][CH2:4][CH2:5][CH2:6][CH2:7][CH2:8][CH2:9][CH2:10][CH2:11][CH2:12][CH2:13][CH2:14][CH2:15][CH3:16]. (3) The product is: [Cl:21][CH2:16][C:11]1[N:10]=[C:9]([C:5]2[CH:4]=[C:3]([N:2]([CH3:18])[CH3:1])[CH:8]=[CH:7][N:6]=2)[CH:14]=[C:13]([OH:15])[CH:12]=1. Given the reactants [CH3:1][N:2]([CH3:18])[C:3]1[CH:8]=[CH:7][N:6]=[C:5]([C:9]2[CH:14]=[C:13]([OH:15])[CH:12]=[C:11]([CH2:16]O)[N:10]=2)[CH:4]=1.S(Cl)([Cl:21])=O, predict the reaction product. (4) Given the reactants Br[C:2]1[CH:3]=[C:4]([Cl:10])[C:5]([Cl:9])=[C:6]([Cl:8])[CH:7]=1.[CH3:11][C:12]1(C)[C:16](C)(C)OB(C(C)=C)O1.C([O-])([O-])=O.[K+].[K+].CC(=O)OCC, predict the reaction product. The product is: [Cl:10][C:4]1[CH:3]=[C:2]([C:12]([CH3:16])=[CH2:11])[CH:7]=[C:6]([Cl:8])[C:5]=1[Cl:9]. (5) Given the reactants [C:1]1([C:7]#[C:8][C:9]2[N:14]=[C:13]([C:15]([NH:17][C:18]3[NH:22][C:21]4[CH:23]=[CH:24][CH:25]=[C:26]([C:27](O)=[O:28])[C:20]=4[N:19]=3)=[O:16])[CH:12]=[CH:11][CH:10]=2)[CH:6]=[CH:5][CH:4]=[CH:3][CH:2]=1.CN(C(ON1N=NC2C=CC=CC1=2)=[N+](C)C)C.F[P-](F)(F)(F)(F)F.CCN(C(C)C)C(C)C.Cl.[CH3:64][S:65]([C:68]1[CH:75]=[CH:74][C:71]([CH2:72][NH2:73])=[CH:70][CH:69]=1)(=[O:67])=[O:66], predict the reaction product. The product is: [CH3:64][S:65]([C:68]1[CH:75]=[CH:74][C:71]([CH2:72][NH:73][C:27]([C:26]2[C:20]3[N:19]=[C:18]([NH:17][C:15]([C:13]4[CH:12]=[CH:11][CH:10]=[C:9]([C:8]#[C:7][C:1]5[CH:6]=[CH:5][CH:4]=[CH:3][CH:2]=5)[N:14]=4)=[O:16])[NH:22][C:21]=3[CH:23]=[CH:24][CH:25]=2)=[O:28])=[CH:70][CH:69]=1)(=[O:66])=[O:67].